This data is from Full USPTO retrosynthesis dataset with 1.9M reactions from patents (1976-2016). The task is: Predict the reactants needed to synthesize the given product. Given the product [Br:27][C:13]1[C:12]2[N:11]([CH3:14])[C:10]3[CH:15]=[CH:16][CH:17]=[CH:18][C:9]=3[C:8](=[O:19])[C:7]=2[C:6](=[O:20])[N:5]([C:21]2[CH:22]=[CH:23][CH:24]=[CH:25][CH:26]=2)[C:4]=1[CH:1]([CH3:3])[CH3:2], predict the reactants needed to synthesize it. The reactants are: [CH:1]([C:4]1[N:5]([C:21]2[CH:26]=[CH:25][CH:24]=[CH:23][CH:22]=2)[C:6](=[O:20])[C:7]2[C:8](=[O:19])[C:9]3[CH:18]=[CH:17][CH:16]=[CH:15][C:10]=3[N:11]([CH3:14])[C:12]=2[CH:13]=1)([CH3:3])[CH3:2].[Br:27]N1C(=O)CCC1=O.C(O)(=O)C.